From a dataset of Reaction yield outcomes from USPTO patents with 853,638 reactions. Predict the reaction yield, written as a fraction of the theoretical maximum amount of product (1.0 means a 100% yield; for example, 0.34 means a 34% yield). (1) The reactants are [C:1]1([C:7]2[C:17]([C:18]3[CH:23]=[CH:22][CH:21]=[CH:20][CH:19]=3)=[CH:16][C:15]3[C:24]4[C:8]=2[C:9](=[O:26])C(=O)[C:11]=4[CH:12]=[CH:13][CH:14]=3)[CH:6]=[CH:5][CH:4]=[CH:3][CH:2]=1.[C:36]1(CC(=O)C[C:36]2[CH:41]=[CH:40][CH:39]=[CH:38][CH:37]=2)[CH:41]=[CH:40][CH:39]=[CH:38][CH:37]=1.[OH-].[K+]. The catalyst is C(O)C. The product is [C:3]1([C:4]2[CH:5]=[CH:6][C:1]3=[C:23]4[C:22]=2[C:21]([C:36]2[CH:37]=[CH:38][CH:39]=[CH:40][CH:41]=2)=[CH:20][CH:19]=[C:18]4[C:17]2[C:7]3=[C:8]([C:24]3[CH:11]=[CH:12][CH:13]=[CH:14][CH:15]=3)[C:9](=[O:26])[C:16]=2[C:1]2[CH:6]=[CH:5][CH:4]=[CH:3][CH:2]=2)[CH:2]=[CH:9][CH:8]=[CH:7][CH:17]=1. The yield is 0.483. (2) The reactants are [Cl:1][C:2]1[CH:17]=[CH:16][C:15]([Cl:18])=[CH:14][C:3]=1[O:4][C:5]1[N:13]=[CH:12][CH:11]=[CH:10][C:6]=1[C:7]([OH:9])=O.[CH2:19](N(C(C)C)C(C)C)C.CN(C(ON1N=NC2C=CC=NC1=2)=[N+](C)C)C.F[P-](F)(F)(F)(F)F.[CH:52]1([C:55]2[CH:60]=[CH:59][CH:58]=[CH:57][C:56]=2[NH2:61])[CH2:54][CH2:53]1.[H-].[Na+].IC. The catalyst is CN(C=O)C. The product is [CH:52]1([C:55]2[CH:60]=[CH:59][CH:58]=[CH:57][C:56]=2[N:61]([CH3:19])[C:7](=[O:9])[C:6]2[CH:10]=[CH:11][CH:12]=[N:13][C:5]=2[O:4][C:3]2[CH:14]=[C:15]([Cl:18])[CH:16]=[CH:17][C:2]=2[Cl:1])[CH2:54][CH2:53]1. The yield is 0.200. (3) The reactants are [NH2:1][C:2]1[N:7]=[CH:6][N:5]=[C:4]2[N:8]([CH:20]([C:22]3[N:23]([C:33]4[CH:38]=[CH:37][CH:36]=[CH:35][CH:34]=4)[C:24](=[O:32])[C:25]4[C:30](C=3)=[CH:29][CH:28]=[CH:27][CH:26]=4)[CH3:21])[N:9]=[C:10]([C:11]3[CH:16]=[CH:15][C:14]([O:17][CH3:18])=[C:13]([NH2:19])[CH:12]=3)[C:3]=12.[N:39]1C=CC=CC=1.[CH3:45][S:46](Cl)(=[O:48])=[O:47]. The catalyst is ClCCl. The product is [NH2:1][C:2]1[N:7]=[CH:6][N:5]=[C:4]2[N:8]([CH:20]([C:22]3[N:23]([C:33]4[CH:34]=[CH:35][CH:36]=[CH:37][CH:38]=4)[C:24](=[O:32])[C:25]4[C:30](=[CH:29][CH:28]=[CH:27][CH:26]=4)[N:39]=3)[CH3:21])[N:9]=[C:10]([C:11]3[CH:16]=[CH:15][C:14]([O:17][CH3:18])=[C:13]([NH:19][S:46]([CH3:45])(=[O:48])=[O:47])[CH:12]=3)[C:3]=12. The yield is 0.260.